Dataset: TCR-epitope binding with 47,182 pairs between 192 epitopes and 23,139 TCRs. Task: Binary Classification. Given a T-cell receptor sequence (or CDR3 region) and an epitope sequence, predict whether binding occurs between them. (1) The epitope is QECVRGTTVL. The TCR CDR3 sequence is CASSVGRQETQYF. Result: 1 (the TCR binds to the epitope). (2) The epitope is GLIYNRMGAVTTEV. The TCR CDR3 sequence is CASSLDLGTGIGEQYF. Result: 1 (the TCR binds to the epitope).